From a dataset of Reaction yield outcomes from USPTO patents with 853,638 reactions. Predict the reaction yield, written as a fraction of the theoretical maximum amount of product (1.0 means a 100% yield; for example, 0.34 means a 34% yield). (1) The reactants are [C:1]([O:4][CH2:5][C:6]([N:8]([CH2:13][C:14]1[N:18]([CH3:19])[C:17]([C:20]2[S:28][C:27]3[C:22](=[N:23][CH:24]=[CH:25][C:26]=3[O:29][C:30]3[CH:35]=[CH:34][C:33]([NH2:36])=[CH:32][C:31]=3[F:37])[CH:21]=2)=[N:16][CH:15]=1)[CH2:9][CH2:10][O:11][CH3:12])=[O:7])(=[O:3])[CH3:2].CC[N:40]([CH:44](C)C)[CH:41]([CH3:43])[CH3:42].ClC(Cl)([O:50]C(=O)OC(Cl)(Cl)Cl)Cl. The catalyst is C1COCC1. The product is [C:1]([O:4][CH2:5][C:6]([N:8]([CH2:13][C:14]1[N:18]([CH3:19])[C:17]([C:20]2[S:28][C:27]3[C:22](=[N:23][CH:24]=[CH:25][C:26]=3[O:29][C:30]3[CH:35]=[CH:34][C:33]([NH:36][C:44]([NH:40][CH:41]4[CH2:42][CH2:43]4)=[O:50])=[CH:32][C:31]=3[F:37])[CH:21]=2)=[N:16][CH:15]=1)[CH2:9][CH2:10][O:11][CH3:12])=[O:7])(=[O:3])[CH3:2]. The yield is 0.690. (2) The reactants are C([O-])([O-])=O.[Cs+].[Cs+].Cl[C:8]1[CH:17]=[CH:16][C:15]2[C:10](=[CH:11][CH:12]=[CH:13][CH:14]=2)[N:9]=1.[NH:18]1[CH2:21][CH:20]([NH:22][C:23](=[O:29])[O:24][C:25]([CH3:28])([CH3:27])[CH3:26])[CH2:19]1. The catalyst is CN(C=O)C.O. The product is [N:9]1[C:10]2[C:15](=[CH:14][CH:13]=[CH:12][CH:11]=2)[CH:16]=[CH:17][C:8]=1[N:18]1[CH2:21][CH:20]([NH:22][C:23](=[O:29])[O:24][C:25]([CH3:27])([CH3:26])[CH3:28])[CH2:19]1. The yield is 0.530. (3) The reactants are Br[C:2]1[CH:23]=[CH:22][C:5]([C:6]([NH:8][S:9]([C:12]2[CH:17]=[CH:16][CH:15]=[CH:14][C:13]=2[S:18](=[O:21])(=[O:20])[NH2:19])(=[O:11])=[O:10])=[O:7])=[CH:4][C:3]=1[OH:24].[CH3:25][O:26][C:27]([CH3:31])([CH3:30])[C:28]#[CH:29]. No catalyst specified. The product is [OH:24][C:3]1[CH:4]=[C:5]([CH:22]=[CH:23][C:2]=1[C:29]#[C:28][C:27]([O:26][CH3:25])([CH3:31])[CH3:30])[C:6]([NH:8][S:9]([C:12]1[CH:17]=[CH:16][CH:15]=[CH:14][C:13]=1[S:18](=[O:21])(=[O:20])[NH2:19])(=[O:11])=[O:10])=[O:7]. The yield is 0.310. (4) The reactants are C[O:2][C:3]1[CH:4]=[N:5][C:6]([N:9]2[C:14](=[O:15])[CH2:13][C:12]([CH3:17])([CH3:16])[CH2:11][C:10]2=[O:18])=[N:7][CH:8]=1.Cl.N1C=CC=CC=1. The catalyst is ClCCl. The product is [OH:2][C:3]1[CH:4]=[N:5][C:6]([N:9]2[C:10](=[O:18])[CH2:11][C:12]([CH3:16])([CH3:17])[CH2:13][C:14]2=[O:15])=[N:7][CH:8]=1. The yield is 0.640. (5) The reactants are [CH2:1]([O:3][C:4]([CH:6]1[CH2:15][CH2:14][C:9]2([O:13]CCO2)[CH2:8][CH2:7]1)=[O:5])[CH3:2].C([N-]C(C)C)(C)C.[Li+].Br[CH2:25][CH2:26][O:27][CH3:28].Cl. The catalyst is C1COCC1. The product is [CH2:1]([O:3][C:4]([C:6]1([CH2:25][CH2:26][O:27][CH3:28])[CH2:7][CH2:8][C:9](=[O:13])[CH2:14][CH2:15]1)=[O:5])[CH3:2]. The yield is 0.600. (6) The reactants are F[C:2]1[CH:3]=[C:4]([C:6]([N+:9]([O-:11])=[O:10])=[CH:7][CH:8]=1)[NH2:5].[CH3:12][N:13]([CH3:17])[CH2:14][CH2:15][OH:16].[OH-].[K+]. The catalyst is C1(C)C=CC=CC=1.O. The product is [CH3:12][N:13]([CH3:17])[CH2:14][CH2:15][O:16][C:2]1[CH:8]=[CH:7][C:6]([N+:9]([O-:11])=[O:10])=[C:4]([NH2:5])[CH:3]=1. The yield is 0.900.